This data is from Forward reaction prediction with 1.9M reactions from USPTO patents (1976-2016). The task is: Predict the product of the given reaction. (1) The product is: [CH2:34]([N:36]1[C:7]2[CH:8]=[CH:9][C:10]([CH2:11][N:12]3[CH2:17][CH2:16][CH:15]([C:18]4[CH:19]=[C:20]([NH:24][C:25](=[O:29])[CH:26]([CH3:28])[CH3:27])[CH:21]=[CH:22][CH:23]=4)[CH2:14][CH2:13]3)=[CH:30][C:31]=2[C:42]2[C:37]1=[CH:38][CH:39]=[CH:40][CH:41]=2)[CH3:35]. Given the reactants ClC1C=CC(O[C:7]2[CH:31]=[CH:30][C:10]([CH2:11][N:12]3[CH2:17][CH2:16][CH:15]([C:18]4[CH:19]=[C:20]([NH:24][C:25](=[O:29])[CH:26]([CH3:28])[CH3:27])[CH:21]=[CH:22][CH:23]=4)[CH2:14][CH2:13]3)=[CH:9][CH:8]=2)=CC=1.[CH2:34]([N:36]1C2C=CC(CN3CCC(C4C=CC(NC(=O)C(C)C)=CC=4)CC3)=CC=2[C:42]2[C:37]1=[CH:38][CH:39]=[CH:40][CH:41]=2)[CH3:35].C(N1C2C=CC(C=O)=CC=2C2C1=CC=CC=2)C.CC(C)C(NC1C=CC=C(C2CCNCC2)C=1)=O, predict the reaction product. (2) Given the reactants Cl.[O:2]=[C:3]1[NH:12][C:11]2[N:10]=[CH:9][C:8](/[CH:13]=[CH:14]/[C:15]([OH:17])=O)=[CH:7][C:6]=2[CH2:5][CH2:4]1.Cl.[CH3:19][C:20](=[CH2:27])[CH2:21][O:22][CH:23]1[CH2:26][NH:25][CH2:24]1.CCN(C(C)C)C(C)C.CCN=C=NCCCN(C)C, predict the reaction product. The product is: [CH3:27][C:20](=[CH2:19])[CH2:21][O:22][CH:23]1[CH2:26][N:25]([C:15](=[O:17])/[CH:14]=[CH:13]/[C:8]2[CH:7]=[C:6]3[C:11](=[N:10][CH:9]=2)[NH:12][C:3](=[O:2])[CH2:4][CH2:5]3)[CH2:24]1. (3) The product is: [CH2:1]([N:8]1[C:9](=[O:18])[C:10]2[CH:15]=[CH:14][C:13]([Br:16])=[CH:12][C:11]=2[O:21][CH2:20][CH2:19]1)[C:2]1[CH:7]=[CH:6][CH:5]=[CH:4][CH:3]=1. Given the reactants [CH2:1]([N:8]([CH2:19][CH2:20][OH:21])[C:9](=[O:18])[C:10]1[CH:15]=[CH:14][C:13]([Br:16])=[CH:12][C:11]=1F)[C:2]1[CH:7]=[CH:6][CH:5]=[CH:4][CH:3]=1.[H-].[Na+], predict the reaction product. (4) Given the reactants [CH3:1][C:2]1[N:3]([C:17]2[CH:22]=[CH:21][NH:20][C:19](=[O:23])[CH:18]=2)[C:4]([CH3:16])=[C:5]([C:7]#[C:8][C:9]2[CH:10]=[C:11]([CH3:15])[CH:12]=[CH:13][CH:14]=2)[N:6]=1.I[CH2:25][CH2:26][OH:27], predict the reaction product. The product is: [CH3:1][C:2]1[N:3]([C:17]2[CH:22]=[CH:21][N:20]([CH2:25][CH2:26][OH:27])[C:19](=[O:23])[CH:18]=2)[C:4]([CH3:16])=[C:5]([C:7]#[C:8][C:9]2[CH:10]=[C:11]([CH3:15])[CH:12]=[CH:13][CH:14]=2)[N:6]=1.